This data is from Reaction yield outcomes from USPTO patents with 853,638 reactions. The task is: Predict the reaction yield, written as a fraction of the theoretical maximum amount of product (1.0 means a 100% yield; for example, 0.34 means a 34% yield). (1) The reactants are C(O)(C(F)(F)F)=O.C(OC([N:15]1[CH2:19][CH2:18][CH2:17][C@H:16]1[C:20]1[N:21](COCC[Si](C)(C)C)[C:22]([C:25]2[CH:26]=[N:27][C:28]([C:31]3[CH:36]=[CH:35][C:34]([C:37]4[NH:38][C:39]([C@@H:42]5[CH2:46][CH2:45][CH2:44][N:43]5C(OC(C)(C)C)=O)=[N:40][CH:41]=4)=[CH:33][CH:32]=3)=[N:29][CH:30]=2)=[CH:23][N:24]=1)=O)(C)(C)C. The catalyst is C(Cl)Cl. The product is [NH:15]1[CH2:19][CH2:18][CH2:17][C@H:16]1[C:20]1[NH:21][C:22]([C:25]2[CH:26]=[N:27][C:28]([C:31]3[CH:36]=[CH:35][C:34]([C:37]4[NH:38][C:39]([C@@H:42]5[CH2:46][CH2:45][CH2:44][NH:43]5)=[N:40][CH:41]=4)=[CH:33][CH:32]=3)=[N:29][CH:30]=2)=[CH:23][N:24]=1. The yield is 0.360. (2) The reactants are N1CCCCC1.[CH3:7][O:8][C:9]1[CH:16]=[CH:15][C:12]([CH:13]=O)=[CH:11][C:10]=1[O:17][CH2:18][CH2:19][C:20]#[C:21][CH2:22][CH3:23].C([CH2:27][C:28]([NH:30][C:31]1[CH:39]=[CH:38][CH:37]=[CH:36][C:32]=1[C:33]([OH:35])=[O:34])=[O:29])(O)=O.Cl. The catalyst is C1(C)C=CC=CC=1. The product is [CH2:18]([O:17][C:10]1[CH:11]=[C:12](/[CH:13]=[CH:27]/[C:28]([NH:30][C:31]2[CH:39]=[CH:38][CH:37]=[CH:36][C:32]=2[C:33]([OH:35])=[O:34])=[O:29])[CH:15]=[CH:16][C:9]=1[O:8][CH3:7])[CH2:19][C:20]#[C:21][CH2:22][CH3:23]. The yield is 0.750. (3) The reactants are Br[C:2]1[CH:3]=[C:4]2[C:8](=[CH:9][C:10]=1[Cl:11])[NH:7][CH:6]=[C:5]2[CH:12]=[O:13].CC1(C)COB([C:21]2[CH:26]=[CH:25][C:24]([C:27]3([OH:31])[CH2:30][CH2:29][CH2:28]3)=[CH:23][C:22]=2[F:32])OC1.C(=O)([O-])[O-].[K+].[K+]. The catalyst is C(O)C.O.C1C=CC(P(C2C=CC=CC=2)[C-]2C=CC=C2)=CC=1.C1C=CC(P(C2C=CC=CC=2)[C-]2C=CC=C2)=CC=1.Cl[Pd]Cl.[Fe+2]. The product is [Cl:11][C:10]1[CH:9]=[C:8]2[C:4]([C:5]([CH:12]=[O:13])=[CH:6][NH:7]2)=[CH:3][C:2]=1[C:21]1[CH:26]=[CH:25][C:24]([C:27]2([OH:31])[CH2:28][CH2:29][CH2:30]2)=[CH:23][C:22]=1[F:32]. The yield is 0.580. (4) The reactants are [CH3:16][N:14]([C:10]1C2[C:10]([N:14]([CH3:16])C)=[CH:11][CH:12]=CC=2C=[CH:12][CH:11]=1)C.ClC(OC(Cl)C)=O.C([O-])(O)=O.[Na+].[Cl-].[Na+].O.[C:40](O[C:40]([O:42][C:43]([CH3:46])([CH3:45])[CH3:44])=[O:41])([O:42][C:43]([CH3:46])([CH3:45])[CH3:44])=[O:41]. The catalyst is O.O1CCOCC1.ClCCCl. The product is [C:40]([N:14]1[CH2:10][CH2:11][CH2:12][CH2:16]1)([O:42][C:43]([CH3:44])([CH3:45])[CH3:46])=[O:41]. The yield is 0.970. (5) The reactants are CN1C=CN=C1.Cl[P:8]([C:15]1[CH:20]=[CH:19][CH:18]=[CH:17][CH:16]=1)[C:9]1[CH:14]=[CH:13][CH:12]=[CH:11][CH:10]=1.[CH2:21]([OH:23])[CH3:22]. No catalyst specified. The product is [CH2:21]([O:23][P:8]([C:15]1[CH:20]=[CH:19][CH:18]=[CH:17][CH:16]=1)[C:9]1[CH:14]=[CH:13][CH:12]=[CH:11][CH:10]=1)[CH3:22]. The yield is 0.967. (6) The reactants are [Br:1][C:2]1[CH:3]=[C:4]([OH:8])[CH:5]=[CH:6][CH:7]=1.Br[CH2:10][C:11]([O:13][C:14]([CH3:17])([CH3:16])[CH3:15])=[O:12].C([O-])([O-])=O.[K+].[K+]. The catalyst is CC#N.O. The product is [Br:1][C:2]1[CH:3]=[C:4]([CH:5]=[CH:6][CH:7]=1)[O:8][CH2:10][C:11]([O:13][C:14]([CH3:17])([CH3:16])[CH3:15])=[O:12]. The yield is 0.840. (7) The reactants are [CH2:1]([C:5]1[NH:6][C:7]2[C:12]([CH:13]=1)=[C:11]([C:14]([F:17])([F:16])[F:15])[C:10]([C:18]#[N:19])=[CH:9][CH:8]=2)[CH2:2][CH2:3][CH3:4].Cl[CH2:21][C:22]1[N:26]=[C:25]([C:27]2[CH:32]=[CH:31][CH:30]=[C:29]([C:33]([F:36])([F:35])[F:34])[CH:28]=2)[O:24][N:23]=1.C([O-])([O-])=O.[Cs+].[Cs+].CC#N. The catalyst is CCOC(C)=O. The product is [CH2:1]([C:5]1[N:6]([CH2:21][C:22]2[N:26]=[C:25]([C:27]3[CH:32]=[CH:31][CH:30]=[C:29]([C:33]([F:36])([F:34])[F:35])[CH:28]=3)[O:24][N:23]=2)[C:7]2[C:12]([CH:13]=1)=[C:11]([C:14]([F:16])([F:17])[F:15])[C:10]([C:18]#[N:19])=[CH:9][CH:8]=2)[CH2:2][CH2:3][CH3:4]. The yield is 0.760.